This data is from Reaction yield outcomes from USPTO patents with 853,638 reactions. The task is: Predict the reaction yield, written as a fraction of the theoretical maximum amount of product (1.0 means a 100% yield; for example, 0.34 means a 34% yield). (1) The reactants are [H-].[Na+].[C:3]([C:6]1[C:14]2[C:9](=[N:10][CH:11]=[CH:12][C:13]=2[Cl:15])[NH:8][CH:7]=1)(=[O:5])[CH3:4].[C:16]1([S:22](Cl)(=[O:24])=[O:23])[CH:21]=[CH:20][CH:19]=[CH:18][CH:17]=1.[Cl-].[NH4+]. The catalyst is C1COCC1.CN(C=O)C. The product is [Cl:15][C:13]1[CH:12]=[CH:11][N:10]=[C:9]2[N:8]([S:22]([C:16]3[CH:21]=[CH:20][CH:19]=[CH:18][CH:17]=3)(=[O:24])=[O:23])[CH:7]=[C:6]([C:3](=[O:5])[CH3:4])[C:14]=12. The yield is 0.440. (2) The reactants are [CH2:1]([OH:6])[CH2:2][CH2:3][CH:4]=[CH2:5].Cl[C:8](Cl)([O:10]C(=O)OC(Cl)(Cl)Cl)Cl.CCN(C(C)C)C(C)C.[OH-].[Na+].[NH2:30][C@H:31]([C:36]([OH:38])=[O:37])[C:32]([CH3:35])([CH3:34])[CH3:33]. The catalyst is O1CCOCC1. The product is [CH3:33][C:32]([CH3:35])([CH3:34])[C@@H:31]([C:36]([OH:38])=[O:37])[NH:30][C:8]([O:6][CH2:1][CH2:2][CH2:3][CH:4]=[CH2:5])=[O:10]. The yield is 0.739. (3) The reactants are [CH2:1]([O:8][CH2:9][C@H:10]1[CH2:15][CH2:14][C@H:13]2[C@H:16]3[C@H:26]([CH2:27][CH2:28][C@:11]12[CH3:12])[C@:24]1([CH3:25])[C@H:19]([CH2:20][C@@H:21]([O:29]COC)[CH2:22][CH2:23]1)[C@H:18]([O:33][CH3:34])[CH2:17]3)[C:2]1[CH:7]=[CH:6][CH:5]=[CH:4][CH:3]=1.Cl.C([O-])(O)=O.[Na+]. The catalyst is CO. The product is [CH2:1]([O:8][CH2:9][C@H:10]1[CH2:15][CH2:14][C@H:13]2[C@H:16]3[C@H:26]([CH2:27][CH2:28][C@:11]12[CH3:12])[C@:24]1([CH3:25])[C@H:19]([CH2:20][C@@H:21]([OH:29])[CH2:22][CH2:23]1)[C@H:18]([O:33][CH3:34])[CH2:17]3)[C:2]1[CH:3]=[CH:4][CH:5]=[CH:6][CH:7]=1. The yield is 1.00. (4) The reactants are [O:1]=[C:2]1[C:10]2[C:5](=[CH:6][C:7]([N+:11]([O-])=O)=[CH:8][CH:9]=2)[C:4](=[O:14])[N:3]1[CH:15]1[CH2:20][CH2:19][C:18](=[O:21])[NH:17][C:16]1=[O:22]. The catalyst is O1CCOCC1.[Pd]. The product is [O:1]=[C:2]1[C:10]2[C:5](=[CH:6][C:7]([NH2:11])=[CH:8][CH:9]=2)[C:4](=[O:14])[N:3]1[CH:15]1[CH2:20][CH2:19][C:18](=[O:21])[NH:17][C:16]1=[O:22]. The yield is 0.690. (5) The reactants are [C:1]([O:4][CH2:5][CH:6](Br)[C:7]1[CH:12]=[CH:11][C:10]([Br:13])=[CH:9][C:8]=1[F:14])(=[O:3])[CH3:2].C(=O)([O-])[O-].[K+].[K+].Cl.[CH:23]1([N:26]2[CH2:31][C:30]3([CH2:36][CH2:35][NH:34][CH2:33][CH2:32]3)[O:29][CH2:28][C:27]2=[O:37])[CH2:25][CH2:24]1. The catalyst is CN(C)C=O.O. The product is [C:1]([O:4][CH2:5][CH:6]([C:7]1[CH:12]=[CH:11][C:10]([Br:13])=[CH:9][C:8]=1[F:14])[N:34]1[CH2:35][CH2:36][C:30]2([O:29][CH2:28][C:27](=[O:37])[N:26]([CH:23]3[CH2:24][CH2:25]3)[CH2:31]2)[CH2:32][CH2:33]1)(=[O:3])[CH3:2]. The yield is 0.760.